Dataset: Full USPTO retrosynthesis dataset with 1.9M reactions from patents (1976-2016). Task: Predict the reactants needed to synthesize the given product. (1) Given the product [CH3:12][O:13][C:14]1[CH:19]=[CH:18][C:17]([S:20]([NH:3][CH2:2][CH2:1][NH:4][S:20]([C:11]2[CH:10]=[CH:19][C:14]([O:13][CH3:12])=[CH:15][CH:16]=2)(=[O:22])=[O:21])(=[O:22])=[O:21])=[CH:16][CH:15]=1, predict the reactants needed to synthesize it. The reactants are: [CH2:1]([NH2:4])[CH2:2][NH2:3].C(N([CH2:10][CH3:11])CC)C.[CH3:12][O:13][C:14]1[CH:19]=[CH:18][C:17]([S:20](Cl)(=[O:22])=[O:21])=[CH:16][CH:15]=1. (2) Given the product [NH2:11][CH2:12][CH2:13][CH:14]([P:16](=[O:23])([O:17][CH2:18][CH3:19])[O:20][CH2:21][CH3:22])[OH:15], predict the reactants needed to synthesize it. The reactants are: C(OC([NH:11][CH2:12][CH2:13][CH:14]([P:16](=[O:23])([O:20][CH2:21][CH3:22])[O:17][CH2:18][CH3:19])[OH:15])=O)C1C=CC=CC=1. (3) Given the product [CH2:2]([O:4][C:5](=[O:27])[C@@H:6]([O:24][CH2:25][CH3:26])[CH2:7][C:8]1[CH:13]=[CH:12][C:11]([O:14][CH2:15][CH2:16][C:17]2[CH:18]=[CH:19][C:20]([NH:23][S:32]([CH3:31])(=[O:34])=[O:33])=[CH:21][CH:22]=2)=[CH:10][CH:9]=1)[CH3:3], predict the reactants needed to synthesize it. The reactants are: Cl.[CH2:2]([O:4][C:5](=[O:27])[C@@H:6]([O:24][CH2:25][CH3:26])[CH2:7][C:8]1[CH:13]=[CH:12][C:11]([O:14][CH2:15][CH2:16][C:17]2[CH:22]=[CH:21][C:20]([NH2:23])=[CH:19][CH:18]=2)=[CH:10][CH:9]=1)[CH3:3].ClCCl.[CH3:31][S:32](Cl)(=[O:34])=[O:33].C(N(CC)CC)C. (4) Given the product [C:2]([N:5]1[C:14]2[C:9](=[CH:10][C:11]([C:15]#[C:16][Si:17]([CH:21]([CH3:23])[CH3:22])([CH:18]([CH3:20])[CH3:19])[CH:24]([CH3:26])[CH3:25])=[CH:12][CH:13]=2)[C@H:8]([NH:27][C:30]2[N:35]=[CH:34][CH:33]=[CH:32][N:31]=2)[CH2:7][C@@H:6]1[CH3:28])(=[O:4])[CH3:3], predict the reactants needed to synthesize it. The reactants are: Cl.[C:2]([N:5]1[C:14]2[C:9](=[CH:10][C:11]([C:15]#[C:16][Si:17]([CH:24]([CH3:26])[CH3:25])([CH:21]([CH3:23])[CH3:22])[CH:18]([CH3:20])[CH3:19])=[CH:12][CH:13]=2)[C@H:8]([NH2:27])[CH2:7][C@@H:6]1[CH3:28])(=[O:4])[CH3:3].Br[C:30]1[N:35]=[CH:34][CH:33]=[CH:32][N:31]=1.CC(C)([O-])C.[Na+].CN(C)C1C=CC=CC=1C1C=CC=CC=1P(C1CCCCC1)C1CCCCC1. (5) Given the product [CH3:14][C:10]1[N:11]=[C:12]([CH3:13])[N:8]([C:6]2[CH:7]=[C:2]([CH:16]=[CH2:17])[N:3]=[C:4]([CH3:15])[N:5]=2)[N:9]=1, predict the reactants needed to synthesize it. The reactants are: Cl[C:2]1[CH:7]=[C:6]([N:8]2[C:12]([CH3:13])=[N:11][C:10]([CH3:14])=[N:9]2)[N:5]=[C:4]([CH3:15])[N:3]=1.[CH2:16]([Sn](CCCC)(CCCC)C=C)[CH2:17]CC. (6) Given the product [Cl:16][C:2]1[CH:3]=[CH:4][C:5]2[NH:6][C:7]3[CH:15]=[CH:14][CH:13]=[CH:12][C:8]=3[CH2:9][CH2:10][C:11]=2[CH:1]=1, predict the reactants needed to synthesize it. The reactants are: [CH:1]1[C:11]2[CH2:10][CH2:9][C:8]3[CH:12]=[CH:13][CH:14]=[CH:15][C:7]=3[NH:6][C:5]=2[CH:4]=[CH:3][CH:2]=1.[Cl:16]N1C(=O)CCC1=O.